This data is from Full USPTO retrosynthesis dataset with 1.9M reactions from patents (1976-2016). The task is: Predict the reactants needed to synthesize the given product. (1) Given the product [CH2:38]([O:37][C:35](=[O:36])[NH:1][C:2]1[CH:7]=[CH:6][C:5]([C:8]2[CH:9]=[N:10][C:11]3[N:12]([N:15]=[CH:16][C:17]=3[C:18]3[CH:19]=[CH:20][C:21]([N:24]4[CH2:25][CH2:26][N:27]([CH2:30][CH2:31][O:32][CH3:33])[CH2:28][CH2:29]4)=[CH:22][CH:23]=3)[C:13]=2[NH2:14])=[CH:4][CH:3]=1)[CH3:39], predict the reactants needed to synthesize it. The reactants are: [NH2:1][C:2]1[CH:7]=[CH:6][C:5]([C:8]2[CH:9]=[N:10][C:11]3[N:12]([N:15]=[CH:16][C:17]=3[C:18]3[CH:23]=[CH:22][C:21]([N:24]4[CH2:29][CH2:28][N:27]([CH2:30][CH2:31][O:32][CH3:33])[CH2:26][CH2:25]4)=[CH:20][CH:19]=3)[C:13]=2[NH2:14])=[CH:4][CH:3]=1.Cl[C:35]([O:37][CH2:38][CH3:39])=[O:36]. (2) Given the product [C:5]1([CH:11]2[CH2:16][CH2:15][CH:14]([NH2:4])[CH2:13][CH2:12]2)[CH:10]=[CH:9][CH:8]=[CH:7][CH:6]=1, predict the reactants needed to synthesize it. The reactants are: C([O-])=O.[NH4+:4].[C:5]1([CH:11]2[CH2:16][CH2:15][C:14](=O)[CH2:13][CH2:12]2)[CH:10]=[CH:9][CH:8]=[CH:7][CH:6]=1.C(O)(=O)C. (3) Given the product [CH3:23][O:22][C:19]1[CH:20]=[CH:21][C:16]([N:1]2[CH2:2][CH2:3][CH:4]([NH:7][C:8](=[O:14])[O:9][C:10]([CH3:11])([CH3:13])[CH3:12])[CH2:5][CH2:6]2)=[CH:17][CH:18]=1, predict the reactants needed to synthesize it. The reactants are: [NH:1]1[CH2:6][CH2:5][CH:4]([NH:7][C:8](=[O:14])[O:9][C:10]([CH3:13])([CH3:12])[CH3:11])[CH2:3][CH2:2]1.Br[C:16]1[CH:21]=[CH:20][C:19]([O:22][CH3:23])=[CH:18][CH:17]=1.C(O[K])(C)(C)C.CC(C1C=C(C(C)C)C(C2C=CC=CC=2P(C2CCCCC2)C2CCCCC2)=C(C(C)C)C=1)C. (4) Given the product [CH3:1][O:2][C:3](=[O:32])[CH2:4][C:5]1[CH:6]=[C:7]([C:13]2[CH:18]=[CH:17][C:16]([C:19]([F:22])([F:21])[F:20])=[CH:15][C:14]=2[CH2:23][N:24]2[C:25]3[CH:30]=[CH:29][CH:28]=[CH:27][C:26]=3[O:31][C:33]2=[O:34])[C:8]([O:11][CH3:12])=[CH:9][CH:10]=1, predict the reactants needed to synthesize it. The reactants are: [CH3:1][O:2][C:3](=[O:32])[CH2:4][C:5]1[CH:6]=[C:7]([C:13]2[CH:18]=[CH:17][C:16]([C:19]([F:22])([F:21])[F:20])=[CH:15][C:14]=2[CH2:23][NH:24][C:25]2[CH:30]=[CH:29][CH:28]=[CH:27][C:26]=2[OH:31])[C:8]([O:11][CH3:12])=[CH:9][CH:10]=1.[C:33](Cl)(Cl)=[O:34]. (5) The reactants are: [O:1]1[CH2:6][CH2:5][CH:4]([NH:7][C:8]2[N:9]=[CH:10][C:11]3[CH:16]=[C:15]([C:17](=[O:25])[C:18]4[CH:23]=[CH:22][CH:21]=[CH:20][C:19]=4[F:24])[S:14][C:12]=3[N:13]=2)[CH2:3][CH2:2]1.[BH4-].[Na+].C(OCC)(=O)C. Given the product [O:1]1[CH2:2][CH2:3][CH:4]([NH:7][C:8]2[N:9]=[CH:10][C:11]3[CH:16]=[C:15]([CH:17]([C:18]4[CH:23]=[CH:22][CH:21]=[CH:20][C:19]=4[F:24])[OH:25])[S:14][C:12]=3[N:13]=2)[CH2:5][CH2:6]1, predict the reactants needed to synthesize it. (6) Given the product [S:37]1[CH:38]=[CH:39][N:40]=[C:36]1[NH:35][C:11]([C:7]1[CH:6]=[C:5]2[C:10](=[CH:9][CH:8]=1)[NH:1][CH2:2][CH2:3][CH2:4]2)=[O:13], predict the reactants needed to synthesize it. The reactants are: [NH:1]1[C:10]2[C:5](=[CH:6][C:7]([C:11]([OH:13])=O)=[CH:8][CH:9]=2)[CH2:4][CH2:3][CH2:2]1.CCN(C(C)C)C(C)C.Cl.CN(C)CCCN=C=NCC.[NH2:35][C:36]1[S:37][CH:38]=[CH:39][N:40]=1.Cl.